Dataset: Reaction yield outcomes from USPTO patents with 853,638 reactions. Task: Predict the reaction yield, written as a fraction of the theoretical maximum amount of product (1.0 means a 100% yield; for example, 0.34 means a 34% yield). (1) The reactants are Br[C:2]1[CH:32]=[CH:31][C:5]([CH2:6][O:7][C:8]2[CH:13]=[CH:12][C:11]([C@@H:14]3[C@@H:17]([CH2:18][CH2:19][C:20](Cl)=[O:21])[C:16](=[O:23])[N:15]3[C:24]3[CH:29]=[CH:28][C:27]([F:30])=[CH:26][CH:25]=3)=[CH:10][CH:9]=2)=[CH:4][CH:3]=1.Cl.[CH3:34][O:35][NH:36][CH3:37].C(N(CC)CC)C. The catalyst is ClCCl.CCOCC. The product is [CH2:6]([O:7][C:8]1[CH:13]=[CH:12][C:11]([C@@H:14]2[C@@H:17]([CH2:18][CH2:19][C:20]([N:36]([O:35][CH3:34])[CH3:37])=[O:21])[C:16](=[O:23])[N:15]2[C:24]2[CH:29]=[CH:28][C:27]([F:30])=[CH:26][CH:25]=2)=[CH:10][CH:9]=1)[C:5]1[CH:31]=[CH:32][CH:2]=[CH:3][CH:4]=1. The yield is 0.910. (2) The reactants are [NH2:1][C:2]1[CH:7]=[CH:6][C:5]([C:8]2[CH:13]=[CH:12][C:11]([C:14]([C@@H:16]3[CH2:20][CH2:19][CH2:18][C@H:17]3[C:21]([O:23][CH3:24])=[O:22])=[O:15])=[CH:10][CH:9]=2)=[CH:4][C:3]=1[F:25].[CH3:26][O:27][C:28]1[CH:40]=[CH:39][C:31]2[N:32]=[C:33](S(C)(=O)=O)[S:34][C:30]=2[CH:29]=1.Cl.[CH2:42](O)[CH2:43][CH2:44]C. No catalyst specified. The product is [F:25][C:3]1[CH:4]=[C:5]([C:8]2[CH:9]=[CH:10][C:11]([C:14]([C@@H:16]3[CH2:20][CH2:19][CH2:18][C@H:17]3[C:21]([O:23][CH2:24][CH2:42][CH2:43][CH3:44])=[O:22])=[O:15])=[CH:12][CH:13]=2)[CH:6]=[CH:7][C:2]=1[NH:1][C:33]1[S:34][C:30]2[CH:29]=[C:28]([O:27][CH3:26])[CH:40]=[CH:39][C:31]=2[N:32]=1. The yield is 0.650. (3) The reactants are [OH:1][CH2:2][C:3]1[CH:4]=[C:5]([CH:9]([NH:11][C:12](=[O:18])[O:13][C:14]([CH3:17])([CH3:16])[CH3:15])[CH3:10])[CH:6]=[CH:7][CH:8]=1. The catalyst is C(Cl)Cl.O=[Mn]=O. The product is [CH:2]([C:3]1[CH:4]=[C:5]([CH:9]([NH:11][C:12](=[O:18])[O:13][C:14]([CH3:17])([CH3:16])[CH3:15])[CH3:10])[CH:6]=[CH:7][CH:8]=1)=[O:1]. The yield is 0.820.